This data is from Reaction yield outcomes from USPTO patents with 853,638 reactions. The task is: Predict the reaction yield, written as a fraction of the theoretical maximum amount of product (1.0 means a 100% yield; for example, 0.34 means a 34% yield). The reactants are CS(O[CH2:6][C@@H:7]1[CH2:11][O:10][C:9]([CH3:13])([CH3:12])[O:8]1)(=O)=O.[CH2:14]([NH2:21])[C:15]1[CH:20]=[CH:19][CH:18]=[CH:17][CH:16]=1.CCOC(C)=O.C1C=C2C(C(O)(O)C(=O)C2=CC=1)=O. The catalyst is CC#N.[O-][Mo]([O-])(=O)=O. The product is [CH2:14]([NH:21][CH2:6][C@@H:7]1[CH2:11][O:10][C:9]([CH3:12])([CH3:13])[O:8]1)[C:15]1[CH:20]=[CH:19][CH:18]=[CH:17][CH:16]=1. The yield is 0.810.